From a dataset of Forward reaction prediction with 1.9M reactions from USPTO patents (1976-2016). Predict the product of the given reaction. (1) Given the reactants [CH3:1][N:2]1[CH:7]2[CH2:8][CH2:9][CH:3]1[CH2:4][CH:5]([O:10][C:11]1[CH:18]=[CH:17][C:14]([C:15]#N)=[CH:13][CH:12]=1)[CH2:6]2.C(O)=[O:20], predict the reaction product. The product is: [CH3:1][N:2]1[CH:7]2[CH2:8][CH2:9][CH:3]1[CH2:4][CH:5]([O:10][C:11]1[CH:18]=[CH:17][C:14]([CH:15]=[O:20])=[CH:13][CH:12]=1)[CH2:6]2. (2) Given the reactants [F:1][C:2]([F:27])([F:26])[C:3]1[CH:4]=[C:5]([CH:19]=[C:20]([C:22]([F:25])([F:24])[F:23])[CH:21]=1)[CH2:6][NH:7][C:8]1[CH:13]=[CH:12][CH:11]=[C:10]([CH:14]2[O:18][CH2:17][CH2:16][O:15]2)[CH:9]=1.[H-].[Na+].[CH3:30]I.[NH4+].[Cl-], predict the reaction product. The product is: [F:25][C:22]([F:23])([F:24])[C:20]1[CH:19]=[C:5]([CH:4]=[C:3]([C:2]([F:1])([F:26])[F:27])[CH:21]=1)[CH2:6][N:7]([C:8]1[CH:13]=[CH:12][CH:11]=[C:10]([CH:14]2[O:15][CH2:16][CH2:17][O:18]2)[CH:9]=1)[CH3:30].